From a dataset of NCI-60 drug combinations with 297,098 pairs across 59 cell lines. Regression. Given two drug SMILES strings and cell line genomic features, predict the synergy score measuring deviation from expected non-interaction effect. (1) Drug 1: CN(CCCl)CCCl.Cl. Drug 2: C1CNP(=O)(OC1)N(CCCl)CCCl. Cell line: COLO 205. Synergy scores: CSS=22.3, Synergy_ZIP=0.700, Synergy_Bliss=-0.336, Synergy_Loewe=-33.9, Synergy_HSA=-1.59. (2) Drug 1: CC(C)(C#N)C1=CC=C(C=C1)N2C3=C4C=C(C=CC4=NC=C3N(C2=O)C)C5=CC6=CC=CC=C6N=C5. Drug 2: CCC1=C2N=C(C=C(N2N=C1)NCC3=C[N+](=CC=C3)[O-])N4CCCCC4CCO. Cell line: HCT116. Synergy scores: CSS=53.5, Synergy_ZIP=-0.580, Synergy_Bliss=-3.06, Synergy_Loewe=-4.52, Synergy_HSA=-0.183. (3) Drug 1: CC1=C(C=C(C=C1)NC2=NC=CC(=N2)N(C)C3=CC4=NN(C(=C4C=C3)C)C)S(=O)(=O)N.Cl. Drug 2: CC1=C2C(C(=O)C3(C(CC4C(C3C(C(C2(C)C)(CC1OC(=O)C(C(C5=CC=CC=C5)NC(=O)C6=CC=CC=C6)O)O)OC(=O)C7=CC=CC=C7)(CO4)OC(=O)C)O)C)OC(=O)C. Cell line: SK-MEL-28. Synergy scores: CSS=27.2, Synergy_ZIP=2.97, Synergy_Bliss=5.35, Synergy_Loewe=-31.6, Synergy_HSA=3.05. (4) Drug 1: CC1=C(C(=CC=C1)Cl)NC(=O)C2=CN=C(S2)NC3=CC(=NC(=N3)C)N4CCN(CC4)CCO. Drug 2: CS(=O)(=O)CCNCC1=CC=C(O1)C2=CC3=C(C=C2)N=CN=C3NC4=CC(=C(C=C4)OCC5=CC(=CC=C5)F)Cl. Cell line: PC-3. Synergy scores: CSS=7.78, Synergy_ZIP=-0.0506, Synergy_Bliss=2.22, Synergy_Loewe=-4.35, Synergy_HSA=1.93. (5) Drug 1: CS(=O)(=O)C1=CC(=C(C=C1)C(=O)NC2=CC(=C(C=C2)Cl)C3=CC=CC=N3)Cl. Drug 2: C1=CC(=CC=C1CC(C(=O)O)N)N(CCCl)CCCl.Cl. Cell line: OVCAR3. Synergy scores: CSS=4.33, Synergy_ZIP=-4.60, Synergy_Bliss=-5.96, Synergy_Loewe=-9.90, Synergy_HSA=-8.36.